The task is: Predict the reactants needed to synthesize the given product.. This data is from Full USPTO retrosynthesis dataset with 1.9M reactions from patents (1976-2016). (1) Given the product [F:1][C:2]1[CH:7]=[CH:6][C:5]([C@@H:8]([NH:10][C:11]2[N:16]=[C:15]([NH:17][C:18]3[CH:23]=[N:22][CH:21]=[CH:20][N:19]=3)[CH:14]=[C:13]([C:24]3[O:28][CH:27]=[N:26][CH:25]=3)[N:12]=2)[CH3:9])=[CH:4][CH:3]=1, predict the reactants needed to synthesize it. The reactants are: [F:1][C:2]1[CH:7]=[CH:6][C:5]([C@@H:8]([NH:10][C:11]2[N:16]=[C:15]([NH:17][C:18]3[CH:23]=[N:22][CH:21]=[CH:20][N:19]=3)[CH:14]=[C:13]([C:24]3[O:28][C:27]([Si](C(C)C)(C(C)C)C(C)C)=[N:26][CH:25]=3)[N:12]=2)[CH3:9])=[CH:4][CH:3]=1.O1CCCC1.[F-].C([N+](CCCC)(CCCC)CCCC)CCC. (2) Given the product [CH3:1][O:2][C:3]1[CH:29]=[CH:28][C:6]([CH2:7][N:8]2[C:12]3=[N:13][CH:14]=[CH:15][C:16]([O:17][C:18]4[CH:23]=[CH:22][C:21]([NH2:24])=[CH:20][C:19]=4[F:27])=[C:11]3[C:10]([CH3:30])=[N:9]2)=[CH:5][CH:4]=1, predict the reactants needed to synthesize it. The reactants are: [CH3:1][O:2][C:3]1[CH:29]=[CH:28][C:6]([CH2:7][N:8]2[C:12]3=[N:13][CH:14]=[CH:15][C:16]([O:17][C:18]4[CH:23]=[CH:22][C:21]([N+:24]([O-])=O)=[CH:20][C:19]=4[F:27])=[C:11]3[CH:10]=[N:9]2)=[CH:5][CH:4]=1.[CH2:30](Cl)Cl. (3) Given the product [NH2:25][C:24]1[C:23]2[C:22](=[N:29][CH:28]=[CH:27][CH:26]=2)[S:21][C:13]=1[C:12](=[O:15])[C:11]1[CH:16]=[C:17]([F:20])[CH:18]=[CH:19][C:10]=1[O:9][CH2:7][CH3:8], predict the reactants needed to synthesize it. The reactants are: C(=O)([O-])[O-].[K+].[K+].[CH2:7]([O:9][C:10]1[CH:19]=[CH:18][C:17]([F:20])=[CH:16][C:11]=1[C:12](=[O:15])[CH2:13]Br)[CH3:8].[SH:21][C:22]1[N:29]=[CH:28][CH:27]=[CH:26][C:23]=1[C:24]#[N:25]. (4) Given the product [F:1][C:2]([F:11])([F:10])[C:3]1[CH:4]=[C:5]([C:14]#[C:13][CH2:12][OH:15])[CH:6]=[CH:7][CH:8]=1, predict the reactants needed to synthesize it. The reactants are: [F:1][C:2]([F:11])([F:10])[C:3]1[CH:8]=[CH:7][CH:6]=[C:5](I)[CH:4]=1.[CH2:12]([OH:15])[C:13]#[CH:14].C(N(CC)CC)C. (5) Given the product [CH2:2]([O:4][C:5](=[O:31])[C:6]([CH3:30])([CH3:29])[CH2:7][CH2:8][CH2:9][CH2:10][CH2:11][C:12](=[O:32])[CH2:13][CH2:14][CH2:15][CH3:16])[CH3:3], predict the reactants needed to synthesize it. The reactants are: Cl.[CH2:2]([O:4][C:5](=[O:31])[C:6]([CH3:30])([CH3:29])[CH2:7][CH2:8][CH2:9][CH2:10][CH2:11][C:12]([N+]#[C-])(S(C1C=CC(C)=CC=1)(=O)=O)[CH2:13][CH2:14][CH2:15][CH3:16])[CH3:3].[OH2:32].